From a dataset of Forward reaction prediction with 1.9M reactions from USPTO patents (1976-2016). Predict the product of the given reaction. (1) Given the reactants [CH3:1][O:2][C:3]([C:5]1[CH:6]=[C:7](/[CH:11]=[CH:12]/[C:13]([OH:15])=O)[CH:8]=[CH:9][CH:10]=1)=[O:4].C(N(CC)CC)C.F[P-](F)(F)(F)(F)F.N1(O[P+](N(C)C)(N(C)C)N(C)C)C2C=CC=CC=2N=N1.[NH2:50][C:51]1[CH:56]=[CH:55][CH:54]=[CH:53][C:52]=1[NH:57][C:58](=[O:64])[O:59][C:60]([CH3:63])([CH3:62])[CH3:61], predict the reaction product. The product is: [C:60]([O:59][C:58]([NH:57][C:52]1[CH:53]=[CH:54][CH:55]=[CH:56][C:51]=1[NH:50][C:13](=[O:15])/[CH:12]=[CH:11]/[C:7]1[CH:6]=[C:5]([CH:10]=[CH:9][CH:8]=1)[C:3]([O:2][CH3:1])=[O:4])=[O:64])([CH3:63])([CH3:61])[CH3:62]. (2) Given the reactants C(O[C:5](=[O:7])[CH3:6])(=O)C.C(N(CC)CC)C.[CH3:15][C:16]1[C:20]([I:21])=[C:19]([CH3:22])[NH:18][N:17]=1, predict the reaction product. The product is: [I:21][C:20]1[C:16]([CH3:15])=[N:17][N:18]([C:5](=[O:7])[CH3:6])[C:19]=1[CH3:22].